This data is from Forward reaction prediction with 1.9M reactions from USPTO patents (1976-2016). The task is: Predict the product of the given reaction. (1) Given the reactants C(NC(CS[C:11]12[C:24](=O)[C:23]3[C:18](=[CH:19][CH:20]=[CH:21][C:22]=3[OH:26])[C:17](=O)[C:16]1(O)C1(O)C(=O)C=C(C)CC1(O)CC2)C(O)=O)(=O)C.CC[C@@H]([C@@H](NC([C@@H](N)C)=O)C(N[C@H]([C:50]([NH:52][C@@H:53]([C:64]([NH:66][C@@H:67](C=O)CCC(O)=O)=[O:65])[CH2:54][C:55]1[C:63]2C(=CC=CC=2)N[CH:56]=1)=[O:51])CC(C)=C)=O)C.CC(C[C@@H]1NC(=O)[C@@H](C(C)C)NC(=O)[C@H:100]2[N:96]([CH2:97][CH2:98][CH2:99]2)[C:94](=O)[C@H:93]([CH2:111][C:112]([OH:114])=[O:113])NC(=O)[C@@H](CC2C3C=CC=CC=3NC=2)NC1=O)C.CC(C[C@@H]1NC(=O)[C@@H](C2SC=CC=2)NC(=O)[C@H](CC(O)=O)NC(=O)[C@H](CC(N2CCN(C3C=CC=CC=3)CC2)=O)NC(=O)[C@@H](CC(O)=O)NC(=O)[C@@H](CC2[C:186]3[CH:187]=[CH:188][CH:189]=[CH:190][C:185]=3[NH:184]C=2)NC1=O)C.CC[C@@H]([C@H](NC([C@@H](NC([C@@H](NC([C@H](NC(C)=O)CC1C=CC(C2C=CC=CC=2)=CC=1)=O)CC(C)C)=O)CC(O)=O)=O)[C:196]([NH:198][C@H](C(N[C@H](C(O)=O)CC1C2C(=CC=CC=2)NC=1)=O)[C@H](CC)C)=O)C.CC[C@@H]([C@H](NC([C@@H](NC([C@@H](NC([C@H](NC(C)=O)C1C2C(=CC=CC=2)CCC2C1=CC=CC=2)=O)CC(C)C)=O)CC(O)=O)=O)C([N:265]([C@H](C(N[C@H](C(O)=O)CC1C2C(=CC=CC=2)NC=1)=O)[C@H](CC)C)C)=O)C.CC(C[C@H](NC(N1CCCCCC1)=O)C(NC(C(N[C@@H](C(O)=O)CC1C2C=CC=CC=2NC=1)=O)CC1C2C=CC=CC=2NC=1)=O)C.CC1OC(=O)C(C2C=C(O)C=C(O)C=2)NC(=O)C(C2C=C(O)C=C(O)C=2)NC(=O)C(C)NC(=O)C(CC2C=CC=CC=2)NC(=O)C1NC(C(NC(C1NC=CC=1)=O)CC1C=CC=CC=1)=O, predict the reaction product. The product is: [CH3:63][CH:55]([CH2:54][C@H:53]([NH:52][C:50]([N:184]1[CH2:185][CH2:190][CH2:189][CH2:188][CH2:187][CH2:186]1)=[O:51])[C:64]([N:66]([C@@H:21]([C:22]([NH:265][C@H:111]([C:112]([OH:114])=[O:113])[CH2:93][C:94]1[CH:97]=[CH:98][CH:99]=[CH:100][N:96]=1)=[O:26])[CH2:20][C:19]1[C:18]2[CH:23]=[CH:24][CH:11]=[CH:16][C:17]=2[NH:198][CH:196]=1)[CH3:67])=[O:65])[CH3:56]. (2) Given the reactants [C:1]([C:4]1[CH:9]=[CH:8][C:7](OS(C2C=CC(C)=CC=2)(=O)=O)=[C:6]([O:21][CH3:22])[CH:5]=1)(=[O:3])[CH3:2].[C:23]([C:25]1[CH:30]=[CH:29][C:28]([O:31][CH3:32])=[C:27]([O:33][CH3:34])[CH:26]=1)#[CH:24], predict the reaction product. The product is: [CH3:34][O:33][C:27]1[CH:26]=[C:25]([C:23]#[C:24][C:7]2[CH:8]=[CH:9][C:4]([C:1](=[O:3])[CH3:2])=[CH:5][C:6]=2[O:21][CH3:22])[CH:30]=[CH:29][C:28]=1[O:31][CH3:32].